Dataset: Forward reaction prediction with 1.9M reactions from USPTO patents (1976-2016). Task: Predict the product of the given reaction. (1) Given the reactants [OH:1][C:2]1[C:13]2[C:14]3[C:5]([CH2:6][CH2:7][N:8]([CH:15]4[CH2:20][CH2:19][C:18](=O)[CH2:17][CH2:16]4)[C:9]=3[CH:10]=[CH:11][CH:12]=2)=[CH:4][N:3]=1.[NH2:22][CH2:23][CH2:24][S:25][C:26](=[O:28])[CH3:27], predict the reaction product. The product is: [OH:1][C:2]1[C:13]2[C:14]3[C:5]([CH2:6][CH2:7][N:8]([CH:15]4[CH2:16][CH2:17][CH:18]([NH:22][CH2:23][CH2:24][S:25][C:26](=[O:28])[CH3:27])[CH2:19][CH2:20]4)[C:9]=3[CH:10]=[CH:11][CH:12]=2)=[CH:4][N:3]=1. (2) Given the reactants C(OC([NH:11][C@H:12]([C:38]([O:40][C:41]([CH3:44])([CH3:43])[CH3:42])=[O:39])[CH2:13][C:14]1[CH:15]=[N:16][C:17]([O:20][CH2:21][CH2:22][C:23]2[CH:28]=[CH:27][CH:26]=[C:25]([N:29]([C:31]([O:33][C:34]([CH3:37])([CH3:36])[CH3:35])=[O:32])[CH3:30])[N:24]=2)=[CH:18][CH:19]=1)=O)C1C=CC=CC=1, predict the reaction product. The product is: [C:34]([O:33][C:31]([N:29]([CH3:30])[C:25]1[N:24]=[C:23]([CH2:22][CH2:21][O:20][C:17]2[N:16]=[CH:15][C:14]([CH2:13][C@@H:12]([C:38]([O:40][C:41]([CH3:44])([CH3:43])[CH3:42])=[O:39])[NH2:11])=[CH:19][CH:18]=2)[CH:28]=[CH:27][CH:26]=1)=[O:32])([CH3:36])([CH3:35])[CH3:37]. (3) Given the reactants C(C1C=[CH:23][C:6]([CH2:7][S:8][C:9]2[CH:10]=[C:11]([O:19][CH2:20][O:21][CH3:22])[C:12](=[O:18])[N:13]([CH2:15][O:16][CH3:17])[CH:14]=2)=CC=1)C.ClC[C:27]1[CH:32]=[N:31]C=C[N:28]=1, predict the reaction product. The product is: [CH3:22][O:21][CH2:20][O:19][C:11]1[C:12](=[O:18])[N:13]([CH2:15][O:16][CH3:17])[CH:14]=[C:9]([S:8][CH2:7][C:6]2[CH:23]=[N:31][CH:32]=[CH:27][N:28]=2)[CH:10]=1. (4) Given the reactants COC1C=C(OC)C=CC=1C[N:6]1[C:11](=[O:12])[C:10]2[CH:13]=[CH:14][N:15]=[CH:16][C:9]=2[N:8]=[C:7]1[CH2:17][O:18][C:19]1[CH:24]=[CH:23][CH:22]=[C:21]([CH2:25][NH:26][CH2:27][CH:28]2[CH2:33][CH2:32][O:31][CH2:30][CH2:29]2)[CH:20]=1.ClCCl, predict the reaction product. The product is: [O:31]1[CH2:32][CH2:33][CH:28]([CH2:27][NH:26][CH2:25][C:21]2[CH:20]=[C:19]([CH:24]=[CH:23][CH:22]=2)[O:18][CH2:17][C:7]2[NH:6][C:11](=[O:12])[C:10]3[CH:13]=[CH:14][N:15]=[CH:16][C:9]=3[N:8]=2)[CH2:29][CH2:30]1. (5) Given the reactants [CH2:1]([N:3]1[C:11]2[C:6](=[CH:7][CH:8]=[CH:9][CH:10]=2)[CH:5]=[C:4]1[C:12]1[CH:17]=[CH:16][CH:15]=[CH:14][CH:13]=1)[CH3:2].[Cl-].[CH:19](=[N+:26]1[CH2:30][CH2:29][CH2:28][CH2:27]1)[C:20]1[CH:25]=[CH:24][CH:23]=[CH:22][CH:21]=1, predict the reaction product. The product is: [CH2:1]([N:3]1[C:11]2[C:6](=[CH:7][CH:8]=[CH:9][CH:10]=2)[C:5]([CH:19]([C:20]2[CH:25]=[CH:24][CH:23]=[CH:22][CH:21]=2)[N:26]2[CH2:27][CH2:28][CH2:29][CH2:30]2)=[C:4]1[C:12]1[CH:17]=[CH:16][CH:15]=[CH:14][CH:13]=1)[CH3:2].